This data is from Catalyst prediction with 721,799 reactions and 888 catalyst types from USPTO. The task is: Predict which catalyst facilitates the given reaction. Reactant: O.[OH-].[Li+].[CH3:4][C:5]([CH3:41])([CH3:40])[CH2:6][O:7][CH2:8][C@@H:9]([C:36]([O:38]C)=[O:37])[NH:10][C:11]([C:13]1[C:22]([NH:23][C:24]([NH:26][C:27]2[C:32]([CH3:33])=[CH:31][C:30]([CH3:34])=[CH:29][C:28]=2[CH3:35])=[O:25])=[CH:21][C:20]2[C:15](=[CH:16][CH:17]=[CH:18][CH:19]=2)[CH:14]=1)=[O:12].O.Cl. Product: [CH3:4][C:5]([CH3:41])([CH3:40])[CH2:6][O:7][CH2:8][C@@H:9]([C:36]([OH:38])=[O:37])[NH:10][C:11]([C:13]1[C:22]([NH:23][C:24]([NH:26][C:27]2[C:32]([CH3:33])=[CH:31][C:30]([CH3:34])=[CH:29][C:28]=2[CH3:35])=[O:25])=[CH:21][C:20]2[C:15](=[CH:16][CH:17]=[CH:18][CH:19]=2)[CH:14]=1)=[O:12]. The catalyst class is: 12.